From a dataset of Forward reaction prediction with 1.9M reactions from USPTO patents (1976-2016). Predict the product of the given reaction. (1) Given the reactants [F:1][C:2]1[CH:7]=[CH:6][C:5]([F:8])=[CH:4][C:3]=1[CH:9]=[CH:10][CH2:11][N:12]1[CH2:17][CH2:16][O:15][C:14]([CH2:22][CH2:23][CH2:24][C:25]2[C:34]3[C:29](=[CH:30][CH:31]=[C:32]([O:35][CH3:36])[CH:33]=3)[N:28]=[CH:27][C:26]=2[F:37])([C:18]([O:20]C)=[O:19])[CH2:13]1.CO.[OH-].[Na+].Cl, predict the reaction product. The product is: [F:1][C:2]1[CH:7]=[CH:6][C:5]([F:8])=[CH:4][C:3]=1[CH:9]=[CH:10][CH2:11][N:12]1[CH2:17][CH2:16][O:15][C:14]([CH2:22][CH2:23][CH2:24][C:25]2[C:34]3[C:29](=[CH:30][CH:31]=[C:32]([O:35][CH3:36])[CH:33]=3)[N:28]=[CH:27][C:26]=2[F:37])([C:18]([OH:20])=[O:19])[CH2:13]1. (2) Given the reactants [CH3:1][C@@H:2]1[N:7]([C:8]2[C:9](OS(C(F)(F)F)(=O)=O)=[N:10][C:11]3[C:16]([N:17]=2)=[CH:15][C:14]([C:18]([O:20][CH3:21])=[O:19])=[CH:13][CH:12]=3)[CH2:6][CH2:5][O:4][CH2:3]1.[NH:30]1[C:38]2[C:33](=[CH:34][C:35](B(O)O)=[CH:36][CH:37]=2)[CH:32]=[CH:31]1.[O-]P([O-])([O-])=O.[K+].[K+].[K+], predict the reaction product. The product is: [NH:30]1[C:38]2[C:33](=[CH:34][C:35]([C:9]3[C:8]([N:7]4[CH2:6][CH2:5][O:4][CH2:3][C@@H:2]4[CH3:1])=[N:17][C:16]4[C:11](=[CH:12][CH:13]=[C:14]([C:18]([O:20][CH3:21])=[O:19])[CH:15]=4)[N:10]=3)=[CH:36][CH:37]=2)[CH:32]=[CH:31]1. (3) Given the reactants Cl[C:2]1[N:3]=[C:4]2[C:10]3[CH:11]=[CH:12][CH:13]=[CH:14][C:9]=3[NH:8][C:7]3[N:15]=[CH:16][CH:17]=[CH:18][C:6]=3[N:5]2[C:19]=1[C:20]1[CH:25]=[CH:24][C:23]([C:26]2([NH:30][C:31](=[O:37])[O:32][C:33]([CH3:36])([CH3:35])[CH3:34])[CH2:29][CH2:28][CH2:27]2)=[CH:22][CH:21]=1.[OH:38][C:39]1[CH:48]=[C:47](B2OC(C)(C)C(C)(C)O2)[CH:46]=[CH:45][C:40]=1[C:41]([O:43][CH3:44])=[O:42].C([O-])([O-])=O.[Na+].[Na+].C(=O)([O-])[O-].[K+].[K+].IC, predict the reaction product. The product is: [C:33]([O:32][C:31]([NH:30][C:26]1([C:23]2[CH:24]=[CH:25][C:20]([C:19]3[N:5]4[C:6]5[CH:18]=[CH:17][CH:16]=[N:15][C:7]=5[NH:8][C:9]5[CH:14]=[CH:13][CH:12]=[CH:11][C:10]=5[C:4]4=[N:3][C:2]=3[C:47]3[CH:46]=[CH:45][C:40]([C:41]([O:43][CH3:44])=[O:42])=[C:39]([OH:38])[CH:48]=3)=[CH:21][CH:22]=2)[CH2:29][CH2:28][CH2:27]1)=[O:37])([CH3:35])([CH3:34])[CH3:36]. (4) Given the reactants [H-].[Na+].[Br:3][C:4]1[CH:5]=[N:6][CH:7]=[C:8](Br)[C:9]=1[CH:10]=[N:11][NH:12][CH3:13], predict the reaction product. The product is: [Br:3][C:4]1[CH:5]=[N:6][CH:7]=[C:8]2[N:12]([CH3:13])[N:11]=[CH:10][C:9]=12. (5) Given the reactants N1CCCCC1.[N+:7]([C:10]1[O:16][C:13]([CH:14]=O)=[CH:12][CH:11]=1)([O-:9])=[O:8].C(O)(=O)[CH2:18][C:19]([OH:21])=[O:20].Cl, predict the reaction product. The product is: [N+:7]([C:10]1[O:16][C:13]([CH:14]=[CH:18][C:19]([OH:21])=[O:20])=[CH:12][CH:11]=1)([O-:9])=[O:8]. (6) Given the reactants [CH3:1][N:2]([CH3:9])[C:3](=[O:8])[C@@H:4]([CH2:6][OH:7])[NH2:5].S=[C:11]1[CH2:15][S:14][C:13](=[O:16])[NH:12]1, predict the reaction product. The product is: [O:16]=[C:13]1[N:12]=[C:11]([NH:5][C@@H:4]([C:3]([N:2]([CH3:9])[CH3:1])=[O:8])[CH2:6][OH:7])[CH2:15][S:14]1. (7) Given the reactants [NH:1]1[CH2:5][CH:4]=[CH:3][CH2:2]1.Cl[C:7]1[N:16]=[C:15]2[C:10]([C:11](=[O:23])[C:12]([C:20]([OH:22])=[O:21])=[CH:13][N:14]2[CH:17]2[CH2:19][CH2:18]2)=[CH:9][C:8]=1[F:24], predict the reaction product. The product is: [CH:17]1([N:14]2[C:15]3[C:10](=[CH:9][C:8]([F:24])=[C:7]([N:1]4[CH2:5][CH:4]=[CH:3][CH2:2]4)[N:16]=3)[C:11](=[O:23])[C:12]([C:20]([OH:22])=[O:21])=[CH:13]2)[CH2:18][CH2:19]1.